From a dataset of Full USPTO retrosynthesis dataset with 1.9M reactions from patents (1976-2016). Predict the reactants needed to synthesize the given product. (1) Given the product [F:16][C:15]([F:18])([F:17])[C:63]([OH:64])=[O:34].[Cl:1][C:2]1[CH:3]=[C:4]([NH:19][C:20]2[C:30]3[CH:29]=[C:28]([C:31]([NH:56][CH2:57][CH2:58][CH2:59][OH:60])=[O:32])[CH2:27][CH2:26][NH:25][C:24]=3[N:23]=[CH:22][N:21]=2)[CH:5]=[CH:6][C:7]=1[O:8][C:9]1[CH:14]=[CH:13][CH:12]=[C:11]([C:15]([F:17])([F:16])[F:18])[CH:10]=1, predict the reactants needed to synthesize it. The reactants are: [Cl:1][C:2]1[CH:3]=[C:4]([NH:19][C:20]2[C:30]3[CH:29]=[C:28]([C:31](O)=[O:32])[CH2:27][CH2:26][NH:25][C:24]=3[N:23]=[CH:22][N:21]=2)[CH:5]=[CH:6][C:7]=1[O:8][C:9]1[CH:14]=[CH:13][CH:12]=[C:11]([C:15]([F:18])([F:17])[F:16])[CH:10]=1.[OH:34]N1C2C=CC=CC=2N=N1.Cl.C(N=C=NCCCN(C)C)C.[NH2:56][CH2:57][CH2:58][CH2:59][OH:60].CN(C)[CH:63]=[O:64]. (2) Given the product [CH:15]([O:11][C:10](=[O:12])[CH2:9][CH2:8][CH2:7][CH2:6][CH2:5][CH2:4][CH2:3][CH2:2][C:1]([O:14][CH:23]=[CH2:24])=[O:13])=[CH2:17], predict the reactants needed to synthesize it. The reactants are: [C:1]([OH:14])(=[O:13])[CH2:2][CH2:3][CH2:4][CH2:5][CH2:6][CH2:7][CH2:8][CH2:9][C:10]([OH:12])=[O:11].[C:15]1(C=CC(O)=C[CH:17]=1)O.[C:23]1(C)C=CC(S(O)(=O)=O)=C[CH:24]=1. (3) Given the product [Br:40][C:41]1[CH:42]=[C:43]([CH:46]=[C:47]([O:8][C:7]2[C:2]([Cl:1])=[CH:3][CH:4]=[C:5]([CH3:10])[C:6]=2[F:9])[CH:48]=1)[C:44]#[N:45], predict the reactants needed to synthesize it. The reactants are: [Cl:1][C:2]1[C:7]([OH:8])=[C:6]([F:9])[C:5]([CH3:10])=[CH:4][CH:3]=1.C1OCCOCCOCCOCCOCCOC1.CC(C)([O-])C.[K+].C1COCC1.[Br:40][C:41]1[CH:42]=[C:43]([CH:46]=[C:47](F)[CH:48]=1)[C:44]#[N:45]. (4) Given the product [C:3]([O:7][C:8]([N:10]1[CH2:15][CH2:14][N:13]([C:16]2[CH:17]=[CH:18][CH:19]=[C:20]3[C:24]=2[N:23]([CH3:42])[CH:22]=[C:21]3[S:32][C:28]2[CH:29]=[CH:30][CH:31]=[C:26]([Cl:25])[CH:27]=2)[CH2:12][CH2:11]1)=[O:9])([CH3:6])([CH3:4])[CH3:5], predict the reactants needed to synthesize it. The reactants are: [H-].[Na+].[C:3]([O:7][C:8]([N:10]1[CH2:15][CH2:14][N:13]([C:16]2[CH:17]=[CH:18][CH:19]=[C:20]3[C:24]=2[NH:23][CH:22]=[CH:21]3)[CH2:12][CH2:11]1)=[O:9])([CH3:6])([CH3:5])[CH3:4].[Cl:25][C:26]1[CH:27]=[C:28]([S:32][S:32][C:28]2[CH:29]=[CH:30][CH:31]=[C:26]([Cl:25])[CH:27]=2)[CH:29]=[CH:30][CH:31]=1.O.[CH3:42]N(C=O)C. (5) Given the product [CH2:37]([O:39][C:40]1[C:49]([O:50][CH3:51])=[CH:48][C:47]2[C:46]([C:52]3[CH:53]=[CH:54][C:55]([C:56]([N:28]4[CH2:27][CH2:26][CH:25]([N:9]5[C:10](=[O:24])[C:11]6[S:15][C:14]([C:16]7[CH:21]=[CH:20][C:19]([F:22])=[CH:18][C:17]=7[CH3:23])=[CH:13][C:12]=6[N:7]([CH2:6][C:5]6[CH:32]=[CH:33][C:34]([O:35][CH3:36])=[C:3]([F:2])[CH:4]=6)[C:8]5=[O:31])[CH2:30][CH2:29]4)=[O:57])=[CH:59][CH:60]=3)=[N:45][C@@H:44]3[CH2:61][CH2:62][S:63][CH2:64][C@@H:43]3[C:42]=2[CH:41]=1)[CH3:38], predict the reactants needed to synthesize it. The reactants are: Cl.[F:2][C:3]1[CH:4]=[C:5]([CH:32]=[CH:33][C:34]=1[O:35][CH3:36])[CH2:6][N:7]1[C:12]2[CH:13]=[C:14]([C:16]3[CH:21]=[CH:20][C:19]([F:22])=[CH:18][C:17]=3[CH3:23])[S:15][C:11]=2[C:10](=[O:24])[N:9]([CH:25]2[CH2:30][CH2:29][NH:28][CH2:27][CH2:26]2)[C:8]1=[O:31].[CH2:37]([O:39][C:40]1[C:49]([O:50][CH3:51])=[CH:48][C:47]2[C:46]([C:52]3[CH:60]=[CH:59][C:55]([C:56](O)=[O:57])=[CH:54][CH:53]=3)=[N:45][C@@H:44]3[CH2:61][CH2:62][S:63][CH2:64][C@@H:43]3[C:42]=2[CH:41]=1)[CH3:38].CN(C(ON1N=NC2C=CC=NC1=2)=[N+](C)C)C.F[P-](F)(F)(F)(F)F.CCN(C(C)C)C(C)C. (6) Given the product [CH:6]1([C:9]2[CH:10]=[CH:11][C:12]([CH2:15][CH2:16][CH2:17][CH2:18][OH:19])=[CH:13][CH:14]=2)[CH2:8][CH2:7]1, predict the reactants needed to synthesize it. The reactants are: O.NN.[OH-].[K+].[CH:6]1([C:9]2[CH:14]=[CH:13][C:12]([C:15](=O)[CH2:16][CH2:17][CH2:18][OH:19])=[CH:11][CH:10]=2)[CH2:8][CH2:7]1.O. (7) Given the product [Cl:6][C:7]1[CH:8]=[CH:9][C:10]([N+:13]([O-:15])=[O:14])=[C:11]([N:1]2[CH2:5][CH2:4][CH2:3][CH2:2]2)[CH:12]=1, predict the reactants needed to synthesize it. The reactants are: [NH:1]1[CH2:5][CH2:4][CH2:3][CH2:2]1.[Cl:6][C:7]1[CH:12]=[CH:11][C:10]([N+:13]([O-:15])=[O:14])=[C:9](F)[CH:8]=1. (8) The reactants are: [CH3:1][O:2][C:3](=[O:31])[CH2:4][CH2:5][C:6]([C:8]1[C:13]([B:14]2[O:18]C(C)(C)C(C)(C)[O:15]2)=[CH:12][C:11]([O:23]C2CCCCO2)=[CH:10][C:9]=1[CH3:30])=O.[BH4-].[Na+]. Given the product [CH3:1][O:2][C:3](=[O:31])[CH2:4][CH2:5][CH:6]1[O:18][B:14]([OH:15])[C:13]2[CH:12]=[C:11]([OH:23])[CH:10]=[C:9]([CH3:30])[C:8]1=2, predict the reactants needed to synthesize it. (9) Given the product [OH:19][C:17]1[C:12]([O:11][CH3:10])([C:13]([O:15][CH3:16])=[O:14])[CH2:4][CH:5]([CH3:9])[C:6](=[O:8])[CH:7]=1, predict the reactants needed to synthesize it. The reactants are: C[O-].[Na+].[CH3:4][C:5](=[CH2:9])[C:6](=[O:8])[CH3:7].[CH3:10][O:11][CH:12]([C:17]([O:19]C)=O)[C:13]([O:15][CH3:16])=[O:14].Cl.